Task: Predict which catalyst facilitates the given reaction.. Dataset: Catalyst prediction with 721,799 reactions and 888 catalyst types from USPTO (1) Product: [CH2:62]([S:61][C:58]1[CH:59]=[CH:60][C:55]([NH:54][C:47]2[CH:46]=[C:45]([Cl:53])[C:44]([Br:43])=[CH:49][C:48]=2[O:50][CH3:51])=[C:56](/[C:69](/[CH3:76])=[CH:70]\[C:71]([O:73][CH2:74][CH3:75])=[O:72])[CH:57]=1)[C:63]1[CH:64]=[CH:65][CH:66]=[CH:67][CH:68]=1. The catalyst class is: 488. Reactant: CC1(C)C2C(=C(P(C3C=CC=CC=3)C3C=CC=CC=3)C=CC=2)OC2C(P(C3C=CC=CC=3)C3C=CC=CC=3)=CC=CC1=2.[Br:43][C:44]1[CH:49]=[C:48]([O:50][CH3:51])[C:47](I)=[CH:46][C:45]=1[Cl:53].[NH2:54][C:55]1[CH:60]=[CH:59][C:58]([S:61][CH2:62][C:63]2[CH:68]=[CH:67][CH:66]=[CH:65][CH:64]=2)=[CH:57][C:56]=1/[C:69](/[CH3:76])=[CH:70]\[C:71]([O:73][CH2:74][CH3:75])=[O:72].P([O-])([O-])([O-])=O.[K+].[K+].[K+]. (2) Reactant: [CH2:1]([O:8][C:9](=[O:24])[NH:10][C@H:11]([CH:18]1[CH2:23][CH2:22][CH2:21][CH2:20][CH2:19]1)[C:12](=[O:17])N(OC)C)[C:2]1[CH:7]=[CH:6][CH:5]=[CH:4][CH:3]=1.[H-].[H-].[H-].[H-].[Li+].[Al+3]. Product: [CH2:1]([O:8][C:9](=[O:24])[NH:10][C@H:11]([CH:18]1[CH2:19][CH2:20][CH2:21][CH2:22][CH2:23]1)[CH:12]=[O:17])[C:2]1[CH:7]=[CH:6][CH:5]=[CH:4][CH:3]=1. The catalyst class is: 1. (3) Reactant: [Si]([O:8][C@H:9](/[C:17](/[CH3:25])=[CH:18]/[C:19]1[N:20]=[C:21]([CH3:24])[S:22][CH:23]=1)[C@@H:10]([CH3:16])/[CH:11]=[C:12](/[CH3:15])\[CH:13]=[CH2:14])(C(C)(C)C)(C)C.F. Product: [OH:8][C@H:9](/[C:17](/[CH3:25])=[CH:18]/[C:19]1[N:20]=[C:21]([CH3:24])[S:22][CH:23]=1)[C@@H:10]([CH3:16])/[CH:11]=[C:12](/[CH3:15])\[CH:13]=[CH2:14]. The catalyst class is: 10. (4) Reactant: CC1C=CC(S(O)(=O)=O)=CC=1.[O:12]1[CH2:16][CH2:15][C@@H:14]([NH2:17])[CH2:13]1.[CH:18]1([C:22]2[C:27]([C:28]([O:30][CH3:31])=[O:29])=[CH:26][N:25]=[C:24](S(C)(=O)=O)[N:23]=2)[CH2:21][CH2:20][CH2:19]1.CCN(C(C)C)C(C)C. Product: [CH:18]1([C:22]2[C:27]([C:28]([O:30][CH3:31])=[O:29])=[CH:26][N:25]=[C:24]([NH:17][C@@H:14]3[CH2:15][CH2:16][O:12][CH2:13]3)[N:23]=2)[CH2:19][CH2:20][CH2:21]1. The catalyst class is: 1. (5) Reactant: COP([CH2:7][P:8](=[O:13])([O:11][CH3:12])[O:9][CH3:10])(=O)OC.[H-].[Na+].[CH2:16]([O:23][N:24]([CH2:27][C@@H:28]([O:49][CH2:50][C:51]1[CH:56]=[CH:55][CH:54]=[CH:53][CH:52]=1)[C@H:29]([O:41][CH2:42][C:43]1[CH:48]=[CH:47][CH:46]=[CH:45][CH:44]=1)[C@H:30]([O:33][CH2:34][C:35]1[CH:40]=[CH:39][CH:38]=[CH:37][CH:36]=1)[CH:31]=O)[CH:25]=[O:26])[C:17]1[CH:22]=[CH:21][CH:20]=[CH:19][CH:18]=1. Product: [CH2:34]([O:33][C@@H:30]([C@@H:29]([O:41][CH2:42][C:43]1[CH:48]=[CH:47][CH:46]=[CH:45][CH:44]=1)[C@H:28]([O:49][CH2:50][C:51]1[CH:56]=[CH:55][CH:54]=[CH:53][CH:52]=1)[CH2:27][N:24]([O:23][CH2:16][C:17]1[CH:18]=[CH:19][CH:20]=[CH:21][CH:22]=1)[CH:25]=[O:26])/[CH:31]=[CH:7]/[P:8](=[O:13])([O:9][CH3:10])[O:11][CH3:12])[C:35]1[CH:40]=[CH:39][CH:38]=[CH:37][CH:36]=1. The catalyst class is: 27. (6) Reactant: [F:1][C:2]([F:17])([F:16])[C:3]1[CH:8]=[CH:7][C:6]([C:9]2[O:13][N:12]=[C:11]([CH2:14]O)[CH:10]=2)=[CH:5][CH:4]=1.S(Cl)([Cl:20])=O. Product: [Cl:20][CH2:14][C:11]1[CH:10]=[C:9]([C:6]2[CH:7]=[CH:8][C:3]([C:2]([F:17])([F:16])[F:1])=[CH:4][CH:5]=2)[O:13][N:12]=1. The catalyst class is: 4. (7) Reactant: [Br:1][C:2]1[N:7]=[CH:6][C:5]([C@H:8]([NH:10]S(C(C)(C)C)=O)[CH3:9])=[CH:4][CH:3]=1.[ClH:17].O1CCOCC1.CCOCC. Product: [ClH:17].[Br:1][C:2]1[N:7]=[CH:6][C:5]([C@H:8]([NH2:10])[CH3:9])=[CH:4][CH:3]=1. The catalyst class is: 5. (8) Reactant: C[Si]([N-][Si](C)(C)C)(C)C.[Li+].F[C:12]1[CH:17]=[C:16]([O:18][CH3:19])[CH:15]=[CH:14][C:13]=1[C:20]1[NH:29][C:28](=[O:30])[C:27]2[C:22](=[CH:23][C:24]([O:33][CH3:34])=[CH:25][C:26]=2[O:31][CH3:32])[N:21]=1.[C:35]([O:39][C:40]([N:42]1[CH2:47][CH2:46][N:45]([CH2:48][CH2:49][CH2:50][NH2:51])[CH2:44][CH2:43]1)=[O:41])([CH3:38])([CH3:37])[CH3:36]. Product: [CH3:32][O:31][C:26]1[CH:25]=[C:24]([O:33][CH3:34])[CH:23]=[C:22]2[C:27]=1[C:28](=[O:30])[NH:29][C:20]([C:13]1[CH:14]=[CH:15][C:16]([O:18][CH3:19])=[CH:17][C:12]=1[NH:51][CH2:50][CH2:49][CH2:48][N:45]1[CH2:46][CH2:47][N:42]([C:40]([O:39][C:35]([CH3:38])([CH3:37])[CH3:36])=[O:41])[CH2:43][CH2:44]1)=[N:21]2. The catalyst class is: 598. (9) Reactant: [OH:1][C:2]1[CH:7]=[CH:6][C:5]([C:8](=O)[CH2:9][C:10]([O:12][CH3:13])=[O:11])=[CH:4][CH:3]=1.[CH2:15]([O:17][NH2:18])[CH3:16].Cl. Product: [CH2:15]([O:17][N:18]=[C:8]([C:5]1[CH:6]=[CH:7][C:2]([OH:1])=[CH:3][CH:4]=1)[CH2:9][C:10]([O:12][CH3:13])=[O:11])[CH3:16]. The catalyst class is: 5.